Predict the product of the given reaction. From a dataset of Forward reaction prediction with 1.9M reactions from USPTO patents (1976-2016). (1) Given the reactants [CH2:1]([Si:4]([CH2:13][CH:14]=[CH2:15])([OH:12])[C:5]1[CH:10]=[CH:9][C:8](I)=[CH:7][CH:6]=1)[CH:2]=[CH2:3].C([O-])([O-])=O.[K+].[K+].[CH3:22][O:23][C:24]1[CH:29]=[CH:28][C:27](B(O)O)=[CH:26][CH:25]=1, predict the reaction product. The product is: [CH2:1]([Si:4]([CH2:13][CH:14]=[CH2:15])([OH:12])[C:5]1[CH:10]=[CH:9][C:8]([C:27]2[CH:28]=[CH:29][C:24]([O:23][CH3:22])=[CH:25][CH:26]=2)=[CH:7][CH:6]=1)[CH:2]=[CH2:3]. (2) Given the reactants CON(C)[C:4]([C:6]1[N:7]=[CH:8][N:9]([C:11]2[CH:12]=[C:13]([C:17]3[C:22]([F:23])=[CH:21][CH:20]=[CH:19][C:18]=3[O:24][CH3:25])[CH:14]=[CH:15][CH:16]=2)[CH:10]=1)=[O:5].Br[C:28]1[CH:33]=[CH:32][C:31]([O:34][CH3:35])=[CH:30][CH:29]=1, predict the reaction product. The product is: [F:23][C:22]1[C:17]([C:13]2[CH:14]=[CH:15][CH:16]=[C:11]([N:9]3[CH:10]=[C:6]([C:4]([C:28]4[CH:33]=[CH:32][C:31]([O:34][CH3:35])=[CH:30][CH:29]=4)=[O:5])[N:7]=[CH:8]3)[CH:12]=2)=[C:18]([O:24][CH3:25])[CH:19]=[CH:20][CH:21]=1. (3) Given the reactants C[C@@H:2]1[CH:6]([NH:7][CH3:8])[CH2:5][CH2:4][N:3]1[C:9]1[C:10]2[CH:17]=[CH:16][NH:15][C:11]=2[N:12]=[CH:13][N:14]=1.[F:18][C:19]1[CH:20]=[C:21]([CH:24]=[CH:25][C:26]=1F)[C:22]#[N:23].CCN(C(C)C)C(C)C.O, predict the reaction product. The product is: [N:12]1[C:11]2[NH:15][CH:16]=[CH:17][C:10]=2[C:9]([N:3]2[CH2:4][CH2:5][C@@H:6]([N:7]([CH3:8])[C:26]3[CH:25]=[CH:24][C:21]([C:22]#[N:23])=[CH:20][C:19]=3[F:18])[CH2:2]2)=[N:14][CH:13]=1.